Dataset: Catalyst prediction with 721,799 reactions and 888 catalyst types from USPTO. Task: Predict which catalyst facilitates the given reaction. Reactant: C(OC(=O)[N:7]([S:13]([C:16]1[CH:21]=[CH:20][C:19]([O:22][C:23]2[CH:24]=[N:25][C:26](Cl)=[CH:27][C:28]=2[C:29]2[CH:30]=[N:31][CH:32]=[CH:33][CH:34]=2)=[C:18]([C:36]#[N:37])[CH:17]=1)(=[O:15])=[O:14])[C:8]1[N:9]=[CH:10][S:11][CH:12]=1)(C)(C)C.[F:39][C:40]1[CH:41]=[C:42](B(O)O)[CH:43]=[CH:44][CH:45]=1.C([O-])([O-])=O.[Na+].[Na+].O. Product: [C:36]([C:18]1[CH:17]=[C:16]([S:13]([NH:7][C:8]2[N:9]=[CH:10][S:11][CH:12]=2)(=[O:15])=[O:14])[CH:21]=[CH:20][C:19]=1[O:22][C:23]1[CH:24]=[N:25][C:26]([C:44]2[CH:43]=[CH:42][CH:41]=[C:40]([F:39])[CH:45]=2)=[CH:27][C:28]=1[C:29]1[CH:30]=[N:31][CH:32]=[CH:33][CH:34]=1)#[N:37]. The catalyst class is: 427.